Dataset: Full USPTO retrosynthesis dataset with 1.9M reactions from patents (1976-2016). Task: Predict the reactants needed to synthesize the given product. (1) Given the product [CH3:1][C:2]1[CH:7]=[C:6]([F:8])[CH:5]=[CH:4][C:3]=1[C@@H:9]1[N:14]([C:15]([N:17]([C@@H:19]([C:21]2[CH:22]=[C:23]([C:31]([F:32])([F:33])[F:34])[CH:24]=[C:25]([C:27]([F:30])([F:29])[F:28])[CH:26]=2)[CH3:20])[CH3:18])=[O:16])[CH2:13][CH2:12][C@H:11]([N:35]2[CH2:40][C@@H:39]3[CH2:41][CH2:42][C:43](=[O:44])[N:38]3[CH2:37][CH2:36]2)[CH2:10]1.[CH:49](/[C:48]([OH:51])=[O:50])=[CH:42]/[C:43]([OH:44])=[O:46], predict the reactants needed to synthesize it. The reactants are: [CH3:1][C:2]1[CH:7]=[C:6]([F:8])[CH:5]=[CH:4][C:3]=1[C@@H:9]1[N:14]([C:15]([N:17]([C@@H:19]([C:21]2[CH:26]=[C:25]([C:27]([F:30])([F:29])[F:28])[CH:24]=[C:23]([C:31]([F:34])([F:33])[F:32])[CH:22]=2)[CH3:20])[CH3:18])=[O:16])[CH2:13][CH2:12][C@H:11]([N:35]2[CH2:40][C@@H:39]3[CH2:41][CH2:42][C:43](=[O:44])[N:38]3[CH2:37][CH2:36]2)[CH2:10]1.Cl.[OH2:46].N.[C:48]([O:51]CC)(=[O:50])[CH3:49]. (2) Given the product [P:1]([O-:24])([O-:23])([O:3][C:4]1[CH:9]=[CH:8][C:7]([C:10]2[O:11][C:12]3[C:18]([CH:19]=[CH2:20])=[CH:17][C:16]([OH:21])=[CH:15][C:13]=3[N:14]=2)=[CH:6][C:5]=1[F:22])=[O:2].[NH4+:25].[NH4+:14], predict the reactants needed to synthesize it. The reactants are: [P:1]([OH:24])([OH:23])([O:3][C:4]1[CH:9]=[CH:8][C:7]([C:10]2[O:11][C:12]3[C:18]([CH:19]=[CH2:20])=[CH:17][C:16]([OH:21])=[CH:15][C:13]=3[N:14]=2)=[CH:6][C:5]=1[F:22])=[O:2].[NH3:25]. (3) Given the product [Cl:67][C:66]1[CH:61]=[CH:62][C:63]([C:68]([F:69])([F:70])[F:71])=[CH:64][C:65]=1[N:4]1[CH2:5][CH2:6][N:1]([C:7]([O:9][C:10]([CH3:13])([CH3:12])[CH3:11])=[O:8])[CH2:2][CH2:3]1, predict the reactants needed to synthesize it. The reactants are: [N:1]1([C:7]([O:9][C:10]([CH3:13])([CH3:12])[CH3:11])=[O:8])[CH2:6][CH2:5][NH:4][CH2:3][CH2:2]1.C1C=CC(P(C2C(C3C(P(C4C=CC=CC=4)C4C=CC=CC=4)=CC=C4C=3C=CC=C4)=C3C(C=CC=C3)=CC=2)C2C=CC=CC=2)=CC=1.Br[C:61]1[CH:62]=[C:63]([C:68]([F:71])([F:70])[F:69])[CH:64]=[CH:65][C:66]=1[Cl:67]. (4) Given the product [CH3:1][O:2][C:3](=[O:18])[CH:4]([CH2:45][CH2:46][C:47]1[CH:52]=[CH:51][CH:50]=[CH:49][CH:48]=1)[C:5]1[C:13]2[C:8](=[CH:9][CH:10]=[CH:11][CH:12]=2)[N:7]([C:14]([O:16][CH3:17])=[O:15])[CH:6]=1, predict the reactants needed to synthesize it. The reactants are: [CH3:1][O:2][C:3](=[O:18])[CH2:4][C:5]1[C:13]2[C:8](=[CH:9][CH:10]=[CH:11][CH:12]=2)[N:7]([C:14]([O:16][CH3:17])=[O:15])[CH:6]=1.CN(C)P(=O)(N(C)C)N(C)C.C([N-]C(C)C)(C)C.[Li+].C1CCCCC1.Br[CH2:45][CH2:46][C:47]1[CH:52]=[CH:51][CH:50]=[CH:49][CH:48]=1. (5) Given the product [C:37]([C:36]1[CH:39]=[C:32]([O:31][CH2:30][CH:27]2[CH2:29][CH2:28]2)[CH:33]=[CH:34][C:35]=1[N:23]1[CH2:22][CH2:21][CH:20]([C:17]2[CH:18]=[CH:19][C:14]([CH:12]([CH3:13])[C:11]([NH:10][CH:7]3[CH2:8][CH2:9]3)=[O:26])=[CH:15][CH:16]=2)[CH2:25][CH2:24]1)#[N:38], predict the reactants needed to synthesize it. The reactants are: C(=O)([O-])[O-].[K+].[K+].[CH:7]1([NH:10][C:11](=[O:26])[CH:12]([C:14]2[CH:19]=[CH:18][C:17]([CH:20]3[CH2:25][CH2:24][NH:23][CH2:22][CH2:21]3)=[CH:16][CH:15]=2)[CH3:13])[CH2:9][CH2:8]1.[CH:27]1([CH2:30][O:31][C:32]2[CH:33]=[CH:34][C:35](F)=[C:36]([CH:39]=2)[C:37]#[N:38])[CH2:29][CH2:28]1. (6) Given the product [OH:13][C:6]1[CH:7]=[CH:8][C:9]([N+:10]([O-:12])=[O:11])=[C:4]2[C:5]=1[CH2:21][N:25]([CH3:24])[C:3]2=[O:2], predict the reactants needed to synthesize it. The reactants are: C[O:2][C:3](=O)[C:4]1[C:9]([N+:10]([O-:12])=[O:11])=[CH:8][CH:7]=[C:6]([O:13][Si](C(C)(C)C)(C)C)[C:5]=1[CH2:21]Br.[CH3:24][NH2:25].CO.Cl. (7) Given the product [C:7]([O:11][C:12](=[O:13])[NH:14][C@H:15]1[CH2:16][CH2:17][C@H:18]([S:26][C:27]2[CH:28]=[C:29]3[C:34](=[CH:35][CH:36]=2)[C:33]([NH:37][C:38](=[O:45])[C:39]2[CH:44]=[CH:43][CH:42]=[CH:41][CH:40]=2)=[N:32][CH:31]=[CH:30]3)[CH2:19][CH2:20]1)([CH3:8])([CH3:9])[CH3:10], predict the reactants needed to synthesize it. The reactants are: C(=O)([O-])[O-].[K+].[K+].[C:7]([O:11][C:12]([NH:14][C@@H:15]1[CH2:20][CH2:19][C@H:18](OS(C)(=O)=O)[CH2:17][CH2:16]1)=[O:13])([CH3:10])([CH3:9])[CH3:8].[SH:26][C:27]1[CH:28]=[C:29]2[C:34](=[CH:35][CH:36]=1)[C:33]([NH:37][C:38](=[O:45])[C:39]1[CH:44]=[CH:43][CH:42]=[CH:41][CH:40]=1)=[N:32][CH:31]=[CH:30]2.